Dataset: Full USPTO retrosynthesis dataset with 1.9M reactions from patents (1976-2016). Task: Predict the reactants needed to synthesize the given product. (1) Given the product [CH2:36]([N:33]1[C:28]2=[N:29][C:30]([CH2:31][CH3:32])=[C:25]([CH2:24][NH:23][C:21]([C:16]3[CH:17]=[C:18]([CH3:20])[CH:19]=[C:14]([C:12]([NH:11][CH2:10][C:4]4[CH:3]=[C:2]([C:55]5[CH:56]=[CH:57][CH:58]=[C:53]([CH2:52][N:50]6[CH2:49][CH2:48][NH:47][C@@H:46]([CH3:45])[CH2:51]6)[CH:54]=5)[C:7]([O:8][CH3:9])=[CH:6][CH:5]=4)=[O:13])[CH:15]=3)=[O:22])[C:26]([NH:38][CH:39]3[CH2:44][CH2:43][O:42][CH2:41][CH2:40]3)=[C:27]2[CH:35]=[N:34]1)[CH3:37], predict the reactants needed to synthesize it. The reactants are: Br[C:2]1[CH:3]=[C:4]([CH2:10][NH:11][C:12]([C:14]2[CH:19]=[C:18]([CH3:20])[CH:17]=[C:16]([C:21]([NH:23][CH2:24][C:25]3[C:26]([NH:38][CH:39]4[CH2:44][CH2:43][O:42][CH2:41][CH2:40]4)=[C:27]4[CH:35]=[N:34][N:33]([CH2:36][CH3:37])[C:28]4=[N:29][C:30]=3[CH2:31][CH3:32])=[O:22])[CH:15]=2)=[O:13])[CH:5]=[CH:6][C:7]=1[O:8][CH3:9].[CH3:45][C@H:46]1[CH2:51][N:50]([CH2:52][C:53]2[CH:58]=[CH:57][CH:56]=[C:55](B3OC(C)(C)C(C)(C)O3)[CH:54]=2)[CH2:49][CH2:48][N:47]1C(OC(C)(C)C)=O.C(=O)([O-])[O-].[K+].[K+]. (2) Given the product [CH3:25][O:24][C:22]1[CH:21]=[CH:20][C:19]([N+:26]([O-:28])=[O:27])=[C:18]([N:14]2[CH2:13][CH2:12][C:11](=[CH:10][C:9]#[C:8][C:4]3[CH:5]=[CH:6][CH:7]=[C:2]([CH3:1])[N:3]=3)[CH2:16][CH2:15]2)[CH:23]=1, predict the reactants needed to synthesize it. The reactants are: [CH3:1][C:2]1[CH:7]=[CH:6][CH:5]=[C:4]([C:8]#[C:9][CH:10]=[C:11]2[CH2:16][CH2:15][NH:14][CH2:13][CH2:12]2)[N:3]=1.F[C:18]1[CH:23]=[C:22]([O:24][CH3:25])[CH:21]=[CH:20][C:19]=1[N+:26]([O-:28])=[O:27]. (3) Given the product [CH3:26][C:16]1[CH:21]=[CH:20][C:19]([S:22]([O:1][CH2:2][CH2:3][CH2:4][NH:5][C:6]([O:7][CH2:8][C:9]2[CH:14]=[CH:13][CH:12]=[CH:11][CH:10]=2)=[O:15])(=[O:24])=[O:23])=[CH:18][CH:17]=1, predict the reactants needed to synthesize it. The reactants are: [OH:1][CH2:2][CH2:3][CH2:4][NH:5][C:6](=[O:15])[O:7][CH2:8][C:9]1[CH:14]=[CH:13][CH:12]=[CH:11][CH:10]=1.[C:16]1([CH3:26])[CH:21]=[CH:20][C:19]([S:22](Cl)(=[O:24])=[O:23])=[CH:18][CH:17]=1. (4) Given the product [CH2:1]([O:8][C:9]1[CH:10]=[CH:11][C:12]([CH2:21][CH2:22][NH:23][C:32](=[O:34])[CH3:33])=[C:13]([C:15]2[CH:20]=[CH:19][CH:18]=[CH:17][CH:16]=2)[CH:14]=1)[C:2]1[CH:7]=[CH:6][CH:5]=[CH:4][CH:3]=1, predict the reactants needed to synthesize it. The reactants are: [CH2:1]([O:8][C:9]1[CH:10]=[CH:11][C:12](/[CH:21]=[CH:22]/[N+:23]([O-])=O)=[C:13]([C:15]2[CH:20]=[CH:19][CH:18]=[CH:17][CH:16]=2)[CH:14]=1)[C:2]1[CH:7]=[CH:6][CH:5]=[CH:4][CH:3]=1.[H-].[Al+3].[Li+].[H-].[H-].[H-].[C:32](OC(=O)C)(=[O:34])[CH3:33].C(N(CC)CC)C. (5) The reactants are: [F:1][C:2]1[CH:7]=[CH:6][C:5]([N+:8]([O-:10])=[O:9])=[CH:4][C:3]=1[CH3:11].[Cl:12][S:13](O)(=[O:15])=[O:14]. Given the product [Cl:12][S:13]([C:7]1[CH:6]=[C:5]([N+:8]([O-:10])=[O:9])[CH:4]=[C:3]([CH3:11])[C:2]=1[F:1])(=[O:15])=[O:14], predict the reactants needed to synthesize it.